Predict the reactants needed to synthesize the given product. From a dataset of Full USPTO retrosynthesis dataset with 1.9M reactions from patents (1976-2016). The reactants are: [Cl:1][C:2]1[CH:3]=[C:4]([CH:8]=[CH:9][C:10]=1[N:11]([CH2:28][CH2:29][OH:30])[C:12]([C:14]1[S:27][C:17]2[C:18]3[CH:26]=[CH:25][CH:24]=[CH:23][C:19]=3[O:20][CH2:21][CH2:22][C:16]=2[CH:15]=1)=[O:13])[C:5](O)=[O:6].C[N:32](C(ON1N=NC2C=CC=NC1=2)=[N+](C)C)C.F[P-](F)(F)(F)(F)F.CCN(C(C)C)C(C)C.[Cl-].[NH4+]. Given the product [C:5]([C:4]1[CH:8]=[CH:9][C:10]([N:11]([CH2:28][CH2:29][OH:30])[C:12]([C:14]2[S:27][C:17]3[C:18]4[CH:26]=[CH:25][CH:24]=[CH:23][C:19]=4[O:20][CH2:21][CH2:22][C:16]=3[CH:15]=2)=[O:13])=[C:2]([Cl:1])[CH:3]=1)(=[O:6])[NH2:32], predict the reactants needed to synthesize it.